Dataset: Full USPTO retrosynthesis dataset with 1.9M reactions from patents (1976-2016). Task: Predict the reactants needed to synthesize the given product. (1) Given the product [CH2:29]([O:28][C:26](=[O:27])[CH2:25][O:15][C:12]1[CH:13]=[CH:14][C:9]([O:8][CH2:1][C:2]2[CH:3]=[CH:4][CH:5]=[CH:6][CH:7]=2)=[CH:10][C:11]=1[CH2:16][CH2:17][C:18]1[CH:23]=[CH:22][CH:21]=[CH:20][CH:19]=1)[CH3:30], predict the reactants needed to synthesize it. The reactants are: [CH2:1]([O:8][C:9]1[CH:14]=[CH:13][C:12]([OH:15])=[C:11]([CH2:16][CH2:17][C:18]2[CH:23]=[CH:22][CH:21]=[CH:20][CH:19]=2)[CH:10]=1)[C:2]1[CH:7]=[CH:6][CH:5]=[CH:4][CH:3]=1.Br[CH2:25][C:26]([O:28][CH2:29][CH3:30])=[O:27].C(=O)([O-])[O-].[Cs+].[Cs+]. (2) Given the product [CH3:1][N:2]1[CH2:7][CH2:6][CH:5]([O:8][C:9]([C:11]2([NH:20][CH2:21][C:36]3[S:40][C:39]([C:41]([O:43][C@H:44]([C:55]4[CH:60]=[CH:59][C:58]([O:61][CH3:62])=[C:57]([O:63][CH3:64])[CH:56]=4)[CH2:45][C:46]4[C:47]([Cl:54])=[CH:48][N+:49]([O-:53])=[CH:50][C:51]=4[Cl:52])=[O:42])=[CH:38][CH:37]=3)[C:19]3[C:14](=[CH:15][CH:16]=[CH:17][CH:18]=3)[CH2:13][CH2:12]2)=[O:10])[CH2:4][CH2:3]1, predict the reactants needed to synthesize it. The reactants are: [CH3:1][N:2]1[CH2:7][CH2:6][CH:5]([O:8][C:9]([C:11]2([NH:20][C:21](OC(C)(C)C)=O)[C:19]3[C:14](=[CH:15][CH:16]=[CH:17][CH:18]=3)[CH2:13][CH2:12]2)=[O:10])[CH2:4][CH2:3]1.O1CCOCC1.C([C:36]1[S:40][C:39]([C:41]([O:43][C@H:44]([C:55]2[CH:60]=[CH:59][C:58]([O:61][CH3:62])=[C:57]([O:63][CH3:64])[CH:56]=2)[CH2:45][C:46]2[C:51]([Cl:52])=[CH:50][N+:49]([O-:53])=[CH:48][C:47]=2[Cl:54])=[O:42])=[CH:38][CH:37]=1)=O.C(O)(=O)C.C(O[BH-](OC(=O)C)OC(=O)C)(=O)C.[Na+].